From a dataset of Peptide-MHC class I binding affinity with 185,985 pairs from IEDB/IMGT. Regression. Given a peptide amino acid sequence and an MHC pseudo amino acid sequence, predict their binding affinity value. This is MHC class I binding data. (1) The binding affinity (normalized) is 0.647. The peptide sequence is SIFEQWLRR. The MHC is HLA-A03:01 with pseudo-sequence HLA-A03:01. (2) The peptide sequence is SQLVSTAWA. The MHC is HLA-A02:16 with pseudo-sequence HLA-A02:16. The binding affinity (normalized) is 0.424. (3) The peptide sequence is FDLASWIKYI. The MHC is Mamu-B8301 with pseudo-sequence Mamu-B8301. The binding affinity (normalized) is 0.